The task is: Predict the reaction yield, written as a fraction of the theoretical maximum amount of product (1.0 means a 100% yield; for example, 0.34 means a 34% yield).. This data is from Reaction yield outcomes from USPTO patents with 853,638 reactions. (1) The reactants are C(O[BH-](OC(=O)C)OC(=O)C)(=O)C.[Na+].[C:15]([C:19]1[CH:20]=[C:21]([C:28]2[CH:29]=[N:30][C:31]([C:34]([F:37])([F:36])[F:35])=[CH:32][CH:33]=2)[C:22]([OH:27])=[C:23]([CH:26]=1)[CH:24]=O)([CH3:18])([CH3:17])[CH3:16].[NH:38]1[CH2:43][CH2:42][CH2:41][CH2:40][CH2:39]1.C(O)C.[ClH:47]. The catalyst is O1CCCC1. The product is [ClH:47].[C:15]([C:19]1[CH:20]=[C:21]([C:28]2[CH:29]=[N:30][C:31]([C:34]([F:36])([F:35])[F:37])=[CH:32][CH:33]=2)[C:22]([OH:27])=[C:23]([CH2:24][N:38]2[CH2:43][CH2:42][CH2:41][CH2:40][CH2:39]2)[CH:26]=1)([CH3:17])([CH3:16])[CH3:18]. The yield is 0.620. (2) The reactants are [F:1][C:2]1[CH:7]=[CH:6][C:5]([C:8]2[CH:13]=[CH:12][C:11]([S:14](Cl)(=[O:16])=[O:15])=[CH:10][CH:9]=2)=[CH:4][CH:3]=1.[NH3:18].O.[Na+].[Cl-]. The catalyst is O1CCOCC1.CCCCC. The product is [F:1][C:2]1[CH:7]=[CH:6][C:5]([C:8]2[CH:13]=[CH:12][C:11]([S:14]([NH2:18])(=[O:16])=[O:15])=[CH:10][CH:9]=2)=[CH:4][CH:3]=1. The yield is 0.720.